From a dataset of Reaction yield outcomes from USPTO patents with 853,638 reactions. Predict the reaction yield, written as a fraction of the theoretical maximum amount of product (1.0 means a 100% yield; for example, 0.34 means a 34% yield). (1) The reactants are [CH2:1]([C:3]1[CH:7]=[C:6]([C:8]([OH:10])=O)[N:5]([CH3:11])[N:4]=1)[CH3:2].O1CCCC1.S(Cl)(Cl)=O.[NH2:21][C:22]1[CH:23]=[C:24]([CH:41]=[CH:42][C:43]=1[CH3:44])[O:25][C:26]1[CH:27]=[CH:28][C:29]2[N:30]([N:32]=[C:33]([NH:35][C:36]([CH:38]3[CH2:40][CH2:39]3)=[O:37])[N:34]=2)[CH:31]=1. The catalyst is CN(C)C=O.CN(C)C(=O)C. The product is [CH:38]1([C:36]([NH:35][C:33]2[N:34]=[C:29]3[CH:28]=[CH:27][C:26]([O:25][C:24]4[CH:41]=[CH:42][C:43]([CH3:44])=[C:22]([NH:21][C:8]([C:6]5[N:5]([CH3:11])[N:4]=[C:3]([CH2:1][CH3:2])[CH:7]=5)=[O:10])[CH:23]=4)=[CH:31][N:30]3[N:32]=2)=[O:37])[CH2:39][CH2:40]1. The yield is 0.610. (2) The reactants are [Cl:1][CH2:2][C:3]([NH:5][CH2:6][CH2:7][CH2:8][CH2:9][CH2:10][C:11]([OH:13])=O)=[O:4].F[P-](F)(F)(F)(F)F.N1(O[P+](N(C)C)(N(C)C)N(C)C)C2C=CC=CC=2N=N1.[NH2:41][C:42]1[CH:51]=[CH:50][C:49]2[C:44](=[CH:45][CH:46]=[CH:47][CH:48]=2)[N:43]=1.C(N(CC)CC)C. The catalyst is CN(C=O)C.O. The product is [Cl:1][CH2:2][C:3]([NH:5][CH2:6][CH2:7][CH2:8][CH2:9][CH2:10][C:11]([NH:41][C:42]1[CH:51]=[CH:50][C:49]2[C:44](=[CH:45][CH:46]=[CH:47][CH:48]=2)[N:43]=1)=[O:13])=[O:4]. The yield is 0.370. (3) The reactants are [C:1]([O:5][C:6]([C:8]1[S:9][C:10]([C:15]2[CH:20]=[CH:19][CH:18]=[CH:17][CH:16]=2)=[CH:11][C:12]=1[CH:13]=[O:14])=[O:7])([CH3:4])([CH3:3])[CH3:2].CSC.P([O-])(O)(O)=[O:25].[Na+].Cl([O-])=O.[Na+]. The catalyst is C1COCC1.O. The yield is 1.00. The product is [C:1]([O:5][C:6]([C:8]1[S:9][C:10]([C:15]2[CH:20]=[CH:19][CH:18]=[CH:17][CH:16]=2)=[CH:11][C:12]=1[C:13]([OH:25])=[O:14])=[O:7])([CH3:4])([CH3:2])[CH3:3]. (4) The yield is 0.900. The product is [CH3:1][O:2][C:3](=[O:16])[C:4]1[C:5]([O:15][S:17]([C:20]([F:23])([F:22])[F:21])(=[O:19])=[O:18])=[CH:6][CH:7]=[CH:8][C:9]=1[CH2:10][C:11]([O:13][CH3:14])=[O:12]. The catalyst is C(Cl)Cl. The reactants are [CH3:1][O:2][C:3](=[O:16])[C:4]1[C:9]([CH2:10][C:11]([O:13][CH3:14])=[O:12])=[CH:8][CH:7]=[CH:6][C:5]=1[OH:15].[S:17](O[S:17]([C:20]([F:23])([F:22])[F:21])(=[O:19])=[O:18])([C:20]([F:23])([F:22])[F:21])(=[O:19])=[O:18].N1C=CC=CC=1. (5) The reactants are [CH3:1][N+:2]([CH2:5][C@H:6]([NH2:11])[CH2:7][C:8]([O-:10])=[O:9])([CH3:4])[CH3:3].[C:12]([C:18]1[O:22][C:21]([C:23](ON2C(=O)CCC2=O)=[O:24])=[CH:20][CH:19]=1)#[C:13][CH2:14][CH2:15][CH2:16][CH3:17].CN(C=O)C.C(N(CC)CC)C. The catalyst is C(OCC)C. The product is [C:12]([C:18]1[O:22][C:21]([C:23]([NH:11][C@@H:6]([CH2:5][N+:2]([CH3:3])([CH3:4])[CH3:1])[CH2:7][C:8]([O-:10])=[O:9])=[O:24])=[CH:20][CH:19]=1)#[C:13][CH2:14][CH2:15][CH2:16][CH3:17]. The yield is 0.400.